This data is from Catalyst prediction with 721,799 reactions and 888 catalyst types from USPTO. The task is: Predict which catalyst facilitates the given reaction. (1) The catalyst class is: 17. Reactant: [Br:1][C:2]1[CH:10]=[CH:9][CH:8]=[C:7]2[C:3]=1[C:4]([OH:11])=[N:5][NH:6]2.O.Cl[C:14]([O:16][CH2:17][CH3:18])=[O:15]. Product: [CH2:17]([O:16][C:14]([N:6]1[C:7]2[C:3](=[C:2]([Br:1])[CH:10]=[CH:9][CH:8]=2)[C:4]([OH:11])=[N:5]1)=[O:15])[CH3:18]. (2) Reactant: [CH3:1][C:2]1([CH3:12])[O:6][C@@H:5]2[O:7][C@H:8]([CH2:10][OH:11])[CH2:9][C@@H:4]2[O:3]1.CC(OI1(OC(C)=O)(OC(C)=O)OC(=O)C2C=CC=CC1=2)=O. Product: [CH3:1][C:2]1([CH3:12])[O:6][C@@H:5]2[O:7][C@H:8]([CH:10]=[O:11])[CH2:9][C@@H:4]2[O:3]1. The catalyst class is: 1.